From a dataset of Forward reaction prediction with 1.9M reactions from USPTO patents (1976-2016). Predict the product of the given reaction. (1) Given the reactants [Br:1][C:2]1[CH:11]=[C:10]2[C:5]([CH:6]=[CH:7][C:8]([C:12]([OH:14])=[O:13])=[N:9]2)=[CH:4][CH:3]=1.[C:15]([O-])([O-])=O.[K+].[K+].CI.O, predict the reaction product. The product is: [Br:1][C:2]1[CH:11]=[C:10]2[C:5]([CH:6]=[CH:7][C:8]([C:12]([O:14][CH3:15])=[O:13])=[N:9]2)=[CH:4][CH:3]=1. (2) Given the reactants [C:1]([O:5][C:6]([N:8]1[C@@H:12]([CH2:13][C@H:14]2[CH2:19][CH2:18][CH2:17][O:16][CH2:15]2)[CH2:11][O:10]C1(C)C)=[O:7])([CH3:4])([CH3:3])[CH3:2], predict the reaction product. The product is: [OH:10][CH2:11][C@@H:12]([NH:8][C:6](=[O:7])[O:5][C:1]([CH3:3])([CH3:2])[CH3:4])[CH2:13][C@H:14]1[CH2:19][CH2:18][CH2:17][O:16][CH2:15]1. (3) The product is: [N:17]1[C:21]2[CH:22]=[CH:23][CH:24]=[CH:25][C:20]=2[NH:12][C:11]=1[CH2:10][C:9]([C:3]1[CH:4]=[CH:5][C:6]([Cl:8])=[CH:7][C:2]=1[Cl:1])=[O:16]. Given the reactants [Cl:1][C:2]1[CH:7]=[C:6]([Cl:8])[CH:5]=[CH:4][C:3]=1[C:9](=[O:16])[CH2:10][C:11]1C=CN[N:12]=1.[N:17]1[C:21]2[CH:22]=[CH:23][CH:24]=[CH:25][C:20]=2NC=1, predict the reaction product. (4) Given the reactants [Cl:1][C:2]1[CH:3]=[C:4]([N:9]2[CH2:18][CH2:17][C:16]3[C:11](=[CH:12][CH:13]=[C:14]([O:19]CC4C=CC=CC=4)[CH:15]=3)[CH:10]2[CH2:27][C:28]2[CH:33]=[CH:32][C:31](O)=[CH:30][CH:29]=2)[CH:5]=[CH:6][C:7]=1[Cl:8].[C:35](=[O:38])([O-])[O-].[K+].[K+].Cl.ClCC[N:45]1[CH2:50][CH2:49][CH2:48][CH2:47][CH2:46]1.[CH3:51]N(C=O)C, predict the reaction product. The product is: [Cl:1][C:2]1[CH:3]=[C:4]([N:9]2[CH2:18][CH2:17][C:16]3[C:11](=[CH:12][CH:13]=[C:14]([OH:19])[CH:15]=3)[CH:10]2[CH2:27][C:28]2[CH:33]=[CH:32][C:31]([O:38][CH2:35][CH2:51][CH:50]3[CH2:49][CH2:48][CH2:47][CH2:46][NH:45]3)=[CH:30][CH:29]=2)[CH:5]=[CH:6][C:7]=1[Cl:8]. (5) Given the reactants [C:1]([C:4]1[CH:11]=[CH:10][C:7]([C:8]#[N:9])=[CH:6][CH:5]=1)(=[O:3])[CH3:2].[CH2:12]([Mg]Cl)[C:13]([CH3:16])([CH3:15])[CH3:14].C(OCC)C, predict the reaction product. The product is: [OH:3][C:1]([C:4]1[CH:11]=[CH:10][C:7]([C:8]#[N:9])=[CH:6][CH:5]=1)([CH3:2])[CH2:12][C:13]([CH3:16])([CH3:15])[CH3:14]. (6) Given the reactants C(N(CC)CC)C.[NH2:8][C:9]1[N:14]=[C:13](Cl)[C:12]([C:16](=O)[CH2:17][CH:18]2[CH2:22][O:21][C:20]([CH3:24])([CH3:23])[O:19]2)=[C:11]([Cl:26])[N:10]=1.Cl.[CH3:28][O:29][C:30]1[CH:38]=[CH:37][C:33]([CH2:34][NH:35][NH2:36])=[CH:32][CH:31]=1.Cl, predict the reaction product. The product is: [Cl:26][C:11]1[N:10]=[C:9]([NH2:8])[N:14]=[C:13]2[N:35]([CH2:34][C:33]3[CH:37]=[CH:38][C:30]([O:29][CH3:28])=[CH:31][CH:32]=3)[N:36]=[C:16]([CH2:17][CH:18]3[CH2:22][O:21][C:20]([CH3:24])([CH3:23])[O:19]3)[C:12]=12.